This data is from Catalyst prediction with 721,799 reactions and 888 catalyst types from USPTO. The task is: Predict which catalyst facilitates the given reaction. (1) Reactant: [CH3:1][N:2]1[C:6]([C:7]2[C:16]3[C:11](=[CH:12][CH:13]=[CH:14][CH:15]=3)[C:10]([N:17]3[CH2:22][CH2:21][CH:20]([NH2:23])[CH2:19][CH2:18]3)=[N:9][N:8]=2)=[CH:5][CH:4]=[N:3]1.N1C=CC=CC=1.[F:30][C:31]1[CH:36]=[CH:35][C:34]([S:37](Cl)(=[O:39])=[O:38])=[C:33]([C:41]([F:44])([F:43])[F:42])[CH:32]=1. Product: [F:30][C:31]1[CH:36]=[CH:35][C:34]([S:37]([NH:23][CH:20]2[CH2:21][CH2:22][N:17]([C:10]3[C:11]4[C:16](=[CH:15][CH:14]=[CH:13][CH:12]=4)[C:7]([C:6]4[N:2]([CH3:1])[N:3]=[CH:4][CH:5]=4)=[N:8][N:9]=3)[CH2:18][CH2:19]2)(=[O:38])=[O:39])=[C:33]([C:41]([F:44])([F:42])[F:43])[CH:32]=1. The catalyst class is: 2. (2) Reactant: [Cl:1][C:2]1[CH:3]=[C:4]([NH:10][C:11]2[N:16]=[CH:15][C:14]([CH:17]3[CH2:22][CH2:21][N:20](C(OC(C)(C)C)=O)[CH2:19][CH2:18]3)=[CH:13][CH:12]=2)[C:5](=[O:9])[N:6]([CH3:8])[N:7]=1.C(O)(C(F)(F)F)=O. Product: [Cl:1][C:2]1[CH:3]=[C:4]([NH:10][C:11]2[CH:12]=[CH:13][C:14]([CH:17]3[CH2:22][CH2:21][NH:20][CH2:19][CH2:18]3)=[CH:15][N:16]=2)[C:5](=[O:9])[N:6]([CH3:8])[N:7]=1. The catalyst class is: 2.